Dataset: Full USPTO retrosynthesis dataset with 1.9M reactions from patents (1976-2016). Task: Predict the reactants needed to synthesize the given product. (1) The reactants are: [F:1][C:2]([F:32])([F:31])[C:3]1[CH:8]=[CH:7][C:6]([C:9]2[C:10]([C:15]([NH:17][C:18]3[CH:27]=[C:26]4[C:21]([CH:22]=[C:23]([C:28]([OH:30])=O)[CH:24]=[N:25]4)=[CH:20][CH:19]=3)=[O:16])=[CH:11][CH:12]=[CH:13][CH:14]=2)=[CH:5][CH:4]=1.[CH2:33]([NH2:36])[CH2:34][CH3:35].Cl.CN(C)CCCN=C=NCC.ON1C2C=CC=CC=2N=N1.C(N(CC)CC)C. Given the product [CH2:33]([NH:36][C:28]([C:23]1[CH:24]=[N:25][C:26]2[C:21]([CH:22]=1)=[CH:20][CH:19]=[C:18]([NH:17][C:15]([C:10]1[C:9]([C:6]3[CH:7]=[CH:8][C:3]([C:2]([F:31])([F:32])[F:1])=[CH:4][CH:5]=3)=[CH:14][CH:13]=[CH:12][CH:11]=1)=[O:16])[CH:27]=2)=[O:30])[CH2:34][CH3:35], predict the reactants needed to synthesize it. (2) Given the product [CH:1]1([CH2:4][NH:5][C:13]2[C:14]([CH2:35][O:36][CH3:37])=[N:15][N:16]3[C:21]([C:22]4[C:23]([O:33][CH3:34])=[CH:24][C:25]([CH2:30][O:31][CH3:32])=[CH:26][C:27]=4[O:28][CH3:29])=[CH:20][CH:19]=[CH:18][C:17]=23)[CH2:3][CH2:2]1, predict the reactants needed to synthesize it. The reactants are: [CH:1]1([CH2:4][N:5]([C:13]2[C:14]([CH2:35][O:36][CH3:37])=[N:15][N:16]3[C:21]([C:22]4[C:27]([O:28][CH3:29])=[CH:26][C:25]([CH2:30][O:31][CH3:32])=[CH:24][C:23]=4[O:33][CH3:34])=[CH:20][CH:19]=[CH:18][C:17]=23)C(=O)OC(C)(C)C)[CH2:3][CH2:2]1.Cl.[OH-].[Na+]. (3) Given the product [Cl:1][C:2]1[N:7]=[C:6]([C:8]([O:25][C:21]([CH3:24])([CH3:23])[CH3:22])=[O:9])[CH:5]=[C:4]([Cl:11])[N:3]=1, predict the reactants needed to synthesize it. The reactants are: [Cl:1][C:2]1[N:7]=[C:6]([C:8](Cl)=[O:9])[CH:5]=[C:4]([Cl:11])[N:3]=1.CCN(C(C)C)C(C)C.[C:21]([OH:25])([CH3:24])([CH3:23])[CH3:22].N1C=CC=CC=1. (4) Given the product [C:1]([C:4]1[CH:9]=[CH:8][CH:7]=[CH:6][C:5]=1[NH:10][C:11]([C:13]1[CH:18]=[C:17]([NH:30][CH2:29][CH2:28][N:27]([CH3:31])[CH3:26])[N:16]=[C:15]([C:20]2[CH:25]=[CH:24][CH:23]=[CH:22][CH:21]=2)[N:14]=1)=[O:12])(=[O:3])[CH3:2], predict the reactants needed to synthesize it. The reactants are: [C:1]([C:4]1[CH:9]=[CH:8][CH:7]=[CH:6][C:5]=1[NH:10][C:11]([C:13]1[CH:18]=[C:17](Cl)[N:16]=[C:15]([C:20]2[CH:25]=[CH:24][CH:23]=[CH:22][CH:21]=2)[N:14]=1)=[O:12])(=[O:3])[CH3:2].[CH3:26][N:27]([CH3:31])[CH2:28][CH2:29][NH2:30]. (5) Given the product [CH3:28][O:27][C:25](=[O:26])[C:24]([OH:29])=[CH:9][C:8](=[O:10])[N:7]([CH2:6][C:5]1[CH:4]=[CH:3][C:2]([F:1])=[CH:13][CH:12]=1)[CH3:11], predict the reactants needed to synthesize it. The reactants are: [F:1][C:2]1[CH:13]=[CH:12][C:5]([CH2:6][N:7]([CH3:11])[C:8](=[O:10])[CH3:9])=[CH:4][CH:3]=1.[Li+].C[Si]([N-][Si](C)(C)C)(C)C.[C:24](OC)(=[O:29])[C:25]([O:27][CH3:28])=[O:26].Cl. (6) Given the product [Br:1][C:2]1[CH:7]=[C:6]([F:8])[CH:5]=[CH:4][C:3]=1[C@@H:9]1[N:10]=[C:11]([C:22]2[S:23][CH:24]=[CH:25][N:26]=2)[NH:12][C:13]([CH2:20][N:27]2[CH2:32][CH2:31][S:30](=[O:33])(=[O:34])[CH2:29][C@H:28]2[C:35]([OH:37])=[O:36])=[C:14]1[C:15]([O:17][CH2:18][CH3:19])=[O:16], predict the reactants needed to synthesize it. The reactants are: [Br:1][C:2]1[CH:7]=[C:6]([F:8])[CH:5]=[CH:4][C:3]=1[C@H:9]1[C:14]([C:15]([O:17][CH2:18][CH3:19])=[O:16])=[C:13]([CH2:20]Br)[NH:12][C:11]([C:22]2[S:23][CH:24]=[CH:25][N:26]=2)=[N:10]1.[NH:27]1[CH2:32][CH2:31][S:30](=[O:34])(=[O:33])[CH2:29][C@H:28]1[C:35]([OH:37])=[O:36].C(=O)([O-])[O-].[K+].[K+]. (7) Given the product [Cl:25][C:19]1[CH:20]=[CH:21][CH:22]=[C:23]([CH3:24])[C:18]=1[NH:17][C:15]([C:12]1[S:11][C:10]([NH:9][C:4]2[CH:3]=[C:2]([N:26]3[CH2:31][CH2:30][NH:29][CH2:28][CH2:27]3)[N:7]=[C:6]([CH3:8])[N:5]=2)=[N:14][CH:13]=1)=[O:16], predict the reactants needed to synthesize it. The reactants are: Cl[C:2]1[N:7]=[C:6]([CH3:8])[N:5]=[C:4]([NH:9][C:10]2[S:11][C:12]([C:15]([NH:17][C:18]3[C:23]([CH3:24])=[CH:22][CH:21]=[CH:20][C:19]=3[Cl:25])=[O:16])=[CH:13][N:14]=2)[CH:3]=1.[NH:26]1[CH2:31][CH2:30][NH:29][CH2:28][CH2:27]1.C(N(CC)C(C)C)(C)C. (8) Given the product [CH:2]1([CH2:5][O:6][C:7]2[CH:15]=[CH:14][C:10]3[O:11][CH2:12][O:13][C:9]=3[C:8]=2[C:16]2[C:17]3[NH:24][C:23]([CH3:25])=[C:22]([C:26]([NH:28][C@H:29]4[C@H:33]([OH:34])[CH2:32][N:31]([C:39](=[O:38])[CH2:40][OH:41])[CH2:30]4)=[O:27])[C:18]=3[N:19]=[CH:20][N:21]=2)[CH2:4][CH2:3]1, predict the reactants needed to synthesize it. The reactants are: Cl.[CH:2]1([CH2:5][O:6][C:7]2[CH:15]=[CH:14][C:10]3[O:11][CH2:12][O:13][C:9]=3[C:8]=2[C:16]2[C:17]3[NH:24][C:23]([CH3:25])=[C:22]([C:26]([NH:28][C@H:29]4[C@H:33]([OH:34])[CH2:32][NH:31][CH2:30]4)=[O:27])[C:18]=3[N:19]=[CH:20][N:21]=2)[CH2:4][CH2:3]1.C([O:38][CH2:39][C:40](Cl)=[O:41])(=O)C. (9) The reactants are: [Br:1][C:2]1[CH:7]=[CH:6][C:5]([NH:8][C:9]([N:11]2[CH2:16][CH2:15][N:14]([C:17]3[C:26]4[C:21](=[CH:22][C:23]([O:29][CH3:30])=[C:24]([O:27][CH3:28])[CH:25]=4)[N:20]=[CH:19][N:18]=3)[CH2:13][CH2:12]2)=[O:10])=[CH:4][CH:3]=1.[H-].[Na+].[CH3:33]I.[Cl-].[Na+]. Given the product [Br:1][C:2]1[CH:7]=[CH:6][C:5]([N:8]([CH3:33])[C:9]([N:11]2[CH2:12][CH2:13][N:14]([C:17]3[C:26]4[C:21](=[CH:22][C:23]([O:29][CH3:30])=[C:24]([O:27][CH3:28])[CH:25]=4)[N:20]=[CH:19][N:18]=3)[CH2:15][CH2:16]2)=[O:10])=[CH:4][CH:3]=1, predict the reactants needed to synthesize it. (10) Given the product [C:24]([C:21]1[CH:20]=[C:16]([CH:15]=[C:14]([C:10]([CH3:13])([CH3:12])[CH3:11])[C:22]=1[OH:23])[C:17]([NH:2][C:3]1([C:6]([O:8][CH3:9])=[O:7])[CH2:5][CH2:4]1)=[O:18])([CH3:27])([CH3:26])[CH3:25], predict the reactants needed to synthesize it. The reactants are: Cl.[NH2:2][C:3]1([C:6]([O:8][CH3:9])=[O:7])[CH2:5][CH2:4]1.[C:10]([C:14]1[CH:15]=[C:16]([CH:20]=[C:21]([C:24]([CH3:27])([CH3:26])[CH3:25])[C:22]=1[OH:23])[C:17](O)=[O:18])([CH3:13])([CH3:12])[CH3:11].CN(C(ON1N=NC2C=CC=NC1=2)=[N+](C)C)C.F[P-](F)(F)(F)(F)F.